Dataset: Merck oncology drug combination screen with 23,052 pairs across 39 cell lines. Task: Regression. Given two drug SMILES strings and cell line genomic features, predict the synergy score measuring deviation from expected non-interaction effect. (1) Drug 1: CN1C(=O)C=CC2(C)C3CCC4(C)C(NC(=O)OCC(F)(F)F)CCC4C3CCC12. Drug 2: Cn1nnc2c(C(N)=O)ncn2c1=O. Cell line: UACC62. Synergy scores: synergy=-3.68. (2) Drug 1: O=S1(=O)NC2(CN1CC(F)(F)F)C1CCC2Cc2cc(C=CCN3CCC(C(F)(F)F)CC3)ccc2C1. Drug 2: C=CCn1c(=O)c2cnc(Nc3ccc(N4CCN(C)CC4)cc3)nc2n1-c1cccc(C(C)(C)O)n1. Cell line: OVCAR3. Synergy scores: synergy=16.6.